From a dataset of Acute oral toxicity (LD50) regression data from Zhu et al.. Regression/Classification. Given a drug SMILES string, predict its toxicity properties. Task type varies by dataset: regression for continuous values (e.g., LD50, hERG inhibition percentage) or binary classification for toxic/non-toxic outcomes (e.g., AMES mutagenicity, cardiotoxicity, hepatotoxicity). Dataset: ld50_zhu. (1) The compound is CC(C)=CCC(CCN1CCCCC1)(C(N)=O)c1cccc2ccccc12. The rat oral LD50 is 3.81, given as -log10 of the dose in mol/kg body weight (higher means more acutely toxic). (2) The molecule is O=C(Cn1c(=O)sc2ccc(Cl)cc21)N1CCNCC1. The rat oral LD50 is 2.63, given as -log10 of the dose in mol/kg body weight (higher means more acutely toxic). (3) The compound is FC(F)(F)c1nc2c(Cl)c(Br)c(Br)c(Br)c2[nH]1. The rat oral LD50 is 4.94, given as -log10 of the dose in mol/kg body weight (higher means more acutely toxic). (4) The drug is CC(C)(C)NCC(O)c1ccc(O)c(CO)c1. The rat oral LD50 is 2.56, given as -log10 of the dose in mol/kg body weight (higher means more acutely toxic). (5) The compound is CCOP(=O)(OC=C(SCC)SCC)OCC. The rat oral LD50 is 4.30, given as -log10 of the dose in mol/kg body weight (higher means more acutely toxic). (6) The molecule is C[n+]1cccc(C(=O)[O-])c1. The rat oral LD50 is 1.44, given as -log10 of the dose in mol/kg body weight (higher means more acutely toxic). (7) The compound is c1ccc2c(c1)OCCOCCOc1ccccc1OCCOCCO2. The rat oral LD50 is 2.14, given as -log10 of the dose in mol/kg body weight (higher means more acutely toxic). (8) The molecule is CCCOP(C)(=S)Oc1ccc([N+](=O)[O-])cc1. The rat oral LD50 is 4.96, given as -log10 of the dose in mol/kg body weight (higher means more acutely toxic). (9) The drug is CC(=O)OCC(COC(C)=O)OC(C)=O. The rat oral LD50 is 1.86, given as -log10 of the dose in mol/kg body weight (higher means more acutely toxic). (10) The molecule is CC(C)(C)c1cc(C(C)(C)C)c(O)c(C(C)(C)C)c1. The rat oral LD50 is 2.20, given as -log10 of the dose in mol/kg body weight (higher means more acutely toxic).